From a dataset of Reaction yield outcomes from USPTO patents with 853,638 reactions. Predict the reaction yield, written as a fraction of the theoretical maximum amount of product (1.0 means a 100% yield; for example, 0.34 means a 34% yield). (1) The reactants are [OH:1][C@H:2]([CH3:11])[CH2:3][CH2:4][CH2:5][CH2:6][C:7]([O:9][CH3:10])=[O:8].N1C=CN=C1.[Si:17](Cl)([C:20]([CH3:23])([CH3:22])[CH3:21])([CH3:19])[CH3:18]. The catalyst is CN(C=O)C.CCOCC. The product is [Si:17]([O:1][C@H:2]([CH3:11])[CH2:3][CH2:4][CH2:5][CH2:6][C:7]([O:9][CH3:10])=[O:8])([C:20]([CH3:23])([CH3:22])[CH3:21])([CH3:19])[CH3:18]. The yield is 0.710. (2) The reactants are [CH3:1][C@@H:2]([NH:9][C:10](=[O:27])[C@:11]1([CH2:24][CH:25]=C)[CH2:15][CH2:14][CH2:13][N:12]1[C:16](=[O:23])[C:17]1[CH:22]=[CH:21][CH:20]=[CH:19][CH:18]=1)[C:3]1[CH:8]=[CH:7][CH:6]=[CH:5][CH:4]=1.O=[O+][O-].O=O.C([SiH](CC)CC)C. The catalyst is ClCCl. The product is [C:16]([N:12]1[C:11]2([CH2:24][CH2:25][N:9]([C@H:2]([CH3:1])[C:3]3[CH:8]=[CH:7][CH:6]=[CH:5][CH:4]=3)[C:10]2=[O:27])[CH2:15][CH2:14][CH2:13]1)(=[O:23])[C:17]1[CH:22]=[CH:21][CH:20]=[CH:19][CH:18]=1. The yield is 0.420. (3) The reactants are C[O:2][C:3](=[O:26])[CH2:4][C@@H:5]1[CH2:9][S:8][C:7]([C:10]2[NH:11][C:12]3[C:17]([CH:18]=2)=[CH:16][C:15]([Cl:19])=[CH:14][C:13]=3[NH:20][CH:21]2[CH2:25][CH2:24][CH2:23][CH2:22]2)=[N:6]1.O.[OH-].[Li+]. The catalyst is O1CCCC1.CO.O. The product is [Cl:19][C:15]1[CH:16]=[C:17]2[C:12](=[C:13]([NH:20][CH:21]3[CH2:22][CH2:23][CH2:24][CH2:25]3)[CH:14]=1)[NH:11][C:10]([C:7]1[S:8][CH2:9][C@@H:5]([CH2:4][C:3]([OH:26])=[O:2])[N:6]=1)=[CH:18]2. The yield is 0.920. (4) The reactants are [F:1][C:2]1[CH:3]=[C:4]([CH:6]=[CH:7][C:8]=1[O:9][C:10]1[C:19]2[C:14](=[CH:15][C:16]([O:22][CH2:23][CH2:24][CH2:25][N:26]3[CH2:31][CH2:30][O:29][CH2:28][CH2:27]3)=[C:17]([O:20][CH3:21])[CH:18]=2)[N:13]=[CH:12][CH:11]=1)[NH2:5].[F:32][C:33]1[CH:38]=[CH:37][C:36]([N:39]2[C:44](=[O:45])[C:43]([C:46](O)=[O:47])=[CH:42][CH:41]=[N:40]2)=[CH:35][CH:34]=1. No catalyst specified. The product is [F:1][C:2]1[CH:3]=[C:4]([NH:5][C:46]([C:43]2[C:44](=[O:45])[N:39]([C:36]3[CH:37]=[CH:38][C:33]([F:32])=[CH:34][CH:35]=3)[N:40]=[CH:41][CH:42]=2)=[O:47])[CH:6]=[CH:7][C:8]=1[O:9][C:10]1[C:19]2[C:14](=[CH:15][C:16]([O:22][CH2:23][CH2:24][CH2:25][N:26]3[CH2:31][CH2:30][O:29][CH2:28][CH2:27]3)=[C:17]([O:20][CH3:21])[CH:18]=2)[N:13]=[CH:12][CH:11]=1. The yield is 0.660.